Dataset: NCI-60 drug combinations with 297,098 pairs across 59 cell lines. Task: Regression. Given two drug SMILES strings and cell line genomic features, predict the synergy score measuring deviation from expected non-interaction effect. (1) Drug 1: CC12CCC3C(C1CCC2=O)CC(=C)C4=CC(=O)C=CC34C. Drug 2: C1=CC(=CC=C1CCCC(=O)O)N(CCCl)CCCl. Cell line: NCI-H460. Synergy scores: CSS=36.2, Synergy_ZIP=-0.174, Synergy_Bliss=-0.260, Synergy_Loewe=-8.79, Synergy_HSA=1.23. (2) Drug 1: CC1=CC=C(C=C1)C2=CC(=NN2C3=CC=C(C=C3)S(=O)(=O)N)C(F)(F)F. Drug 2: C1=NC2=C(N1)C(=S)N=CN2. Cell line: OVCAR-4. Synergy scores: CSS=43.3, Synergy_ZIP=-1.17, Synergy_Bliss=-1.36, Synergy_Loewe=-28.1, Synergy_HSA=0.372. (3) Drug 1: CC12CCC3C(C1CCC2O)C(CC4=C3C=CC(=C4)O)CCCCCCCCCS(=O)CCCC(C(F)(F)F)(F)F. Drug 2: CC12CCC3C(C1CCC2OP(=O)(O)O)CCC4=C3C=CC(=C4)OC(=O)N(CCCl)CCCl.[Na+]. Cell line: NCIH23. Synergy scores: CSS=4.36, Synergy_ZIP=1.91, Synergy_Bliss=6.44, Synergy_Loewe=3.00, Synergy_HSA=2.39. (4) Drug 1: COC1=C(C=C2C(=C1)N=CN=C2NC3=CC(=C(C=C3)F)Cl)OCCCN4CCOCC4. Drug 2: N.N.Cl[Pt+2]Cl. Cell line: HT29. Synergy scores: CSS=28.9, Synergy_ZIP=11.6, Synergy_Bliss=14.1, Synergy_Loewe=5.18, Synergy_HSA=13.1. (5) Drug 1: CN1CCC(CC1)COC2=C(C=C3C(=C2)N=CN=C3NC4=C(C=C(C=C4)Br)F)OC. Drug 2: CC1=C(C=C(C=C1)C(=O)NC2=CC(=CC(=C2)C(F)(F)F)N3C=C(N=C3)C)NC4=NC=CC(=N4)C5=CN=CC=C5. Cell line: UACC62. Synergy scores: CSS=11.5, Synergy_ZIP=-2.83, Synergy_Bliss=-0.180, Synergy_Loewe=0.0406, Synergy_HSA=0.285. (6) Drug 1: C1CN1C2=NC(=NC(=N2)N3CC3)N4CC4. Drug 2: CC1C(C(CC(O1)OC2CC(CC3=C2C(=C4C(=C3O)C(=O)C5=C(C4=O)C(=CC=C5)OC)O)(C(=O)C)O)N)O.Cl. Cell line: SNB-75. Synergy scores: CSS=29.6, Synergy_ZIP=4.86, Synergy_Bliss=11.1, Synergy_Loewe=5.21, Synergy_HSA=12.6.